Dataset: Forward reaction prediction with 1.9M reactions from USPTO patents (1976-2016). Task: Predict the product of the given reaction. (1) Given the reactants [NH2:1][C:2]1[C:11](I)=[CH:10][C:5]([C:6]([O:8][CH3:9])=[O:7])=[C:4]([Cl:13])[CH:3]=1.[OH-].[K+].C1(P(C2CCCCC2)C2C=CC=CC=2C2C(OC)=CC=CC=2OC)CCCCC1.[CH2:45]([O:47]/[CH:48]=[CH:49]/B1OC(C)(C)C(C)(C)O1)[CH3:46], predict the reaction product. The product is: [NH2:1][C:2]1[C:11]([CH:46]=[CH:45][O:47][CH2:48][CH3:49])=[CH:10][C:5]([C:6]([O:8][CH3:9])=[O:7])=[C:4]([Cl:13])[CH:3]=1. (2) Given the reactants CS(O[CH2:6][CH2:7][CH2:8][CH:9]1[CH2:21][C:20]2[C:19]3[C:14](=[CH:15][CH:16]=[C:17]([O:22][CH3:23])[CH:18]=3)[NH:13][C:12]=2[C:11](=[O:24])[NH:10]1)(=O)=O.[N-:25]=[N+:26]=[N-:27].[Na+].O, predict the reaction product. The product is: [N:25]([CH2:6][CH2:7][CH2:8][CH:9]1[CH2:21][C:20]2[C:19]3[C:14](=[CH:15][CH:16]=[C:17]([O:22][CH3:23])[CH:18]=3)[NH:13][C:12]=2[C:11](=[O:24])[NH:10]1)=[N+:26]=[N-:27]. (3) The product is: [C:18]([N:21]1[C:29]2[C:24](=[CH:25][CH:26]=[CH:27][CH:28]=2)/[C:23](=[CH:16]\[C:14]2[O:15][C:11](/[CH:10]=[C:3]3/[C:2](=[O:39])[NH:1][C:9]4[C:4]/3=[CH:5][CH:6]=[CH:7][CH:8]=4)=[CH:12][CH:13]=2)/[C:22]1=[O:30])(=[O:20])[CH3:19]. Given the reactants [NH:1]1[C:9]2[C:4](=[CH:5][CH:6]=[CH:7][CH:8]=2)/[C:3](=[CH:10]\[C:11]2[O:15][C:14]([CH:16]=O)=[CH:13][CH:12]=2)/[CH2:2]1.[C:18]([N:21]1[C:29]2[C:24](=[CH:25][CH:26]=[CH:27][CH:28]=2)[CH2:23][C:22]1=[O:30])(=[O:20])[CH3:19].N1CCCCC1.C([OH:39])C, predict the reaction product.